From a dataset of Forward reaction prediction with 1.9M reactions from USPTO patents (1976-2016). Predict the product of the given reaction. (1) Given the reactants [CH3:1][O:2][C:3]1[CH:4]=[C:5]2[C:9](=[CH:10][CH:11]=1)[NH:8][C:7](=[O:12])[C:6]2=[CH:13][C:14]1[CH:22]=[C:21]2[C:17]([C:18](/[CH:23]=[CH:24]/[C:25]3[CH:26]=[N:27][C:28]([N:31]4[CH2:36][CH2:35][N:34]([CH3:37])[CH2:33][CH2:32]4)=[CH:29][CH:30]=3)=[N:19][NH:20]2)=[CH:16][CH:15]=1.[CH3:38]CN(CC)CC.CCOCC.C(Cl)Cl, predict the reaction product. The product is: [CH3:1][O:2][C:3]1[CH:4]=[C:5]2[C:9](=[CH:10][CH:11]=1)[NH:8][C:7](=[O:12])[C@@:6]12[CH2:38][C@@H:13]1[C:14]1[CH:22]=[C:21]2[C:17]([C:18](/[CH:23]=[CH:24]/[C:25]3[CH:26]=[N:27][C:28]([N:31]4[CH2:36][CH2:35][N:34]([CH3:37])[CH2:33][CH2:32]4)=[CH:29][CH:30]=3)=[N:19][NH:20]2)=[CH:16][CH:15]=1. (2) Given the reactants [Br:1][C:2]1[CH:7]=[CH:6][C:5]([C:8]2[O:12][N:11]=[C:10]([CH3:13])[C:9]=2[CH:14]2[CH2:16][CH:15]2[C:17]([OH:19])=O)=[CH:4][CH:3]=1.[CH3:20][NH:21][C@@H:22]([C:24]1[CH:29]=[CH:28][CH:27]=[CH:26][CH:25]=1)[CH3:23], predict the reaction product. The product is: [CH3:20][N:21]([C@@H:22]([C:24]1[CH:29]=[CH:28][CH:27]=[CH:26][CH:25]=1)[CH3:23])[C:17]([CH:15]1[CH2:16][CH:14]1[C:9]1[C:10]([CH3:13])=[N:11][O:12][C:8]=1[C:5]1[CH:4]=[CH:3][C:2]([Br:1])=[CH:7][CH:6]=1)=[O:19]. (3) Given the reactants COC1C=C(OC)C=CC=1C[N:6]1[C:11](=[O:12])[C:10]2[CH:13]=[C:14]([CH2:16][CH3:17])[S:15][C:9]=2[NH:8][C:7]1=[O:18].Br[CH2:26][C:27]1[CH:32]=[CH:31][C:30]([C:33]2[C:34]([C:39]#[N:40])=[CH:35][CH:36]=[CH:37][CH:38]=2)=[C:29]([F:41])[CH:28]=1.C(=O)([O-])[O-].[K+].[K+], predict the reaction product. The product is: [CH2:16]([C:14]1[S:15][C:9]2[N:8]([CH2:26][C:27]3[CH:32]=[CH:31][C:30]([C:33]4[C:34]([C:39]#[N:40])=[CH:35][CH:36]=[CH:37][CH:38]=4)=[C:29]([F:41])[CH:28]=3)[C:7](=[O:18])[NH:6][C:11](=[O:12])[C:10]=2[CH:13]=1)[CH3:17]. (4) Given the reactants [CH3:1][O:2][C:3]1[CH:4]=[C:5]2[C:9](=[CH:10][CH:11]=1)[NH:8][C:7]([C:12]([OH:14])=O)=[CH:6]2.C[O:16][C:17](=[O:36])[CH2:18][CH2:19][C:20]1[CH:25]=[CH:24][C:23]([O:26][C:27]2[CH:32]=[CH:31][CH:30]=[C:29]([CH2:33][NH2:34])[CH:28]=2)=[CH:22][C:21]=1[CH3:35], predict the reaction product. The product is: [CH3:1][O:2][C:3]1[CH:4]=[C:5]2[C:9](=[CH:10][CH:11]=1)[NH:8][C:7]([C:12]([NH:34][CH2:33][C:29]1[CH:28]=[C:27]([CH:32]=[CH:31][CH:30]=1)[O:26][C:23]1[CH:24]=[CH:25][C:20]([CH2:19][CH2:18][C:17]([OH:36])=[O:16])=[C:21]([CH3:35])[CH:22]=1)=[O:14])=[CH:6]2. (5) The product is: [N:1]1([C:15]2[O:16][C:17]3[CH:23]=[CH:22][CH:21]=[CH:20][C:18]=3[N:19]=2)[CH2:6][CH2:5][NH:4][CH2:3][CH2:2]1. Given the reactants [NH:1]1[CH2:6][CH2:5][NH:4][CH2:3][CH2:2]1.C(N(CC)CC)C.Cl[C:15]1[O:16][C:17]2[CH:23]=[CH:22][CH:21]=[CH:20][C:18]=2[N:19]=1.O, predict the reaction product. (6) Given the reactants [NH2:1][C:2]1[CH:11]=[CH:10][C:9]([CH:12]2[CH2:14][CH2:13]2)=[CH:8][C:3]=1[C:4]([O:6][CH3:7])=[O:5].Br[C:16]1[CH:17]=[CH:18][C:19]([N+:30]([O-:32])=[O:31])=[C:20]([CH2:22][C:23]([O:25][C:26]([CH3:29])([CH3:28])[CH3:27])=[O:24])[CH:21]=1.C(=O)([O-])[O-].[Cs+].[Cs+], predict the reaction product. The product is: [C:26]([O:25][C:23](=[O:24])[CH2:22][C:20]1[CH:21]=[C:16]([NH:1][C:2]2[CH:11]=[CH:10][C:9]([CH:12]3[CH2:14][CH2:13]3)=[CH:8][C:3]=2[C:4]([O:6][CH3:7])=[O:5])[CH:17]=[CH:18][C:19]=1[N+:30]([O-:32])=[O:31])([CH3:29])([CH3:27])[CH3:28]. (7) Given the reactants FC(F)(F)S(O[C:7]1[CH:12]=[CH:11][CH:10]=[C:9]([O:13][CH3:14])[C:8]=1[Si](C)(C)C)(=O)=O.[F-].[Cs+].[P:23]([O-:26])([O-:25])[O-:24].[C:27](#N)[CH3:28].[CH3:30][CH2:31]OC(C)=O, predict the reaction product. The product is: [CH3:14][O:13][C:9]1[CH:8]=[C:7]([P:23](=[O:26])([O:25][CH2:27][CH3:28])[O:24][CH2:30][CH3:31])[CH:12]=[CH:11][CH:10]=1.